This data is from Reaction yield outcomes from USPTO patents with 853,638 reactions. The task is: Predict the reaction yield, written as a fraction of the theoretical maximum amount of product (1.0 means a 100% yield; for example, 0.34 means a 34% yield). (1) The reactants are C1(P(C2C=CC=CC=2)C2C=CC=CC=2)C=CC=CC=1.[OH:20][C:21]1[C:22]([CH2:34][CH:35]=[C:36]([CH3:39])[CH2:37]O)=[C:23]([O:32][CH3:33])[C:24]([CH3:31])=[C:25]2[C:29]=1[C:28](=[O:30])[O:27][CH2:26]2.C(Br)(Br)(Br)[Br:41]. The catalyst is ClCCl. The product is [Br:41][CH2:37][C:36]([CH3:39])=[CH:35][CH2:34][C:22]1[C:21]([OH:20])=[C:29]2[C:25]([CH2:26][O:27][C:28]2=[O:30])=[C:24]([CH3:31])[C:23]=1[O:32][CH3:33]. The yield is 0.420. (2) The reactants are [CH3:1][C@@H:2]1[O:6][C:5](=[O:7])[C@H:4]([CH2:8][CH2:9][C:10]2[CH:15]=[CH:14][CH:13]=[CH:12][CH:11]=2)[C@H:3]1[O:16][Si:17]([CH:24]([CH3:26])[CH3:25])([CH:21]([CH3:23])[CH3:22])[CH:18]([CH3:20])[CH3:19].CC(C[AlH]CC(C)C)C. The catalyst is C(Cl)Cl. The product is [CH2:8]([C@H:4]([C@@H:3]([O:16][Si:17]([CH:21]([CH3:23])[CH3:22])([CH:24]([CH3:26])[CH3:25])[CH:18]([CH3:19])[CH3:20])[C@@H:2]([OH:6])[CH3:1])[CH2:5][OH:7])[CH2:9][C:10]1[CH:15]=[CH:14][CH:13]=[CH:12][CH:11]=1. The yield is 0.690. (3) The reactants are [Cl:1][C:2]1[CH:7]=[CH:6][N:5]=[C:4]2[CH:8]=[C:9]([Sn](CCCC)(CCCC)CCCC)[S:10][C:3]=12.Br[C:25]1[N:26]([CH3:30])[CH:27]=[CH:28][N:29]=1.C1(C)C=CC=CC=1. No catalyst specified. The product is [Cl:1][C:2]1[CH:7]=[CH:6][N:5]=[C:4]2[CH:8]=[C:9]([C:25]3[N:26]([CH3:30])[CH:27]=[CH:28][N:29]=3)[S:10][C:3]=12. The yield is 0.940. (4) The reactants are C([O:3][C:4]([C:6]1[C:7]([S:17][CH3:18])=[N:8][C:9]2[C:14]([C:15]=1[OH:16])=[CH:13][CH:12]=[CH:11][CH:10]=2)=[O:5])C.Cl. The catalyst is [OH-].[Na+]. The product is [CH3:18][S:17][C:7]1[NH:8][C:9]2[C:14]([C:15](=[O:16])[C:6]=1[C:4]([OH:5])=[O:3])=[CH:13][CH:12]=[CH:11][CH:10]=2. The yield is 0.850. (5) The reactants are CO[C:3](=[O:21])[C:4]1[CH:9]=[C:8]([C:10]2[CH:15]=[N:14][CH:13]=[CH:12][N:11]=2)[C:7]([C:16]([F:19])([F:18])[F:17])=[CH:6][C:5]=1[NH2:20].ClC([O:25][C:26]1C=CC(Cl)=CC=1)=O.[CH3:33][S:34]([NH:37][NH2:38])(=[O:36])=[O:35].CCN(C(C)C)C(C)C. The catalyst is O1CCOCC1. The product is [O:25]=[C:26]1[N:38]([NH:37][S:34]([CH3:33])(=[O:36])=[O:35])[C:3](=[O:21])[C:4]2[C:5](=[CH:6][C:7]([C:16]([F:17])([F:18])[F:19])=[C:8]([C:10]3[CH:15]=[N:14][CH:13]=[CH:12][N:11]=3)[CH:9]=2)[NH:20]1. The yield is 0.760. (6) The reactants are C(Cl)Cl.[F:4][C:5]1[CH:6]=[C:7]2[C:25](=[CH:26][CH:27]=1)[O:24][CH2:23][CH2:22][NH:21][CH2:20][C:19]1=[C:28]3[N:29]=[C:13]([CH:14]=[CH:15][N:16]3[N:17]=[CH:18]1)[N:12]1[C@@H:8]2[CH2:9][CH2:10][CH2:11]1.CCN(C(C)C)C(C)C.[CH3:39][S:40](Cl)(=[O:42])=[O:41]. The catalyst is CO. The product is [F:4][C:5]1[CH:6]=[C:7]2[C:25](=[CH:26][CH:27]=1)[O:24][CH2:23][CH2:22][N:21]([S:40]([CH3:39])(=[O:42])=[O:41])[CH2:20][C:19]1=[C:28]3[N:29]=[C:13]([CH:14]=[CH:15][N:16]3[N:17]=[CH:18]1)[N:12]1[C@@H:8]2[CH2:9][CH2:10][CH2:11]1. The yield is 0.508. (7) The catalyst is CN(C=O)C. The product is [CH:1]1([CH:7]2[CH2:19][C:18]3[C:17]4[C:12](=[CH:13][CH:14]=[C:15]([C:20]([N:29]([CH2:28][C:27]([NH:26][CH:23]5[CH2:25][CH2:24]5)=[O:31])[CH3:30])=[O:21])[CH:16]=4)[NH:11][C:10]=3[CH2:9][CH2:8]2)[CH2:2][CH2:3][CH2:4][CH2:5][CH2:6]1. The reactants are [CH:1]1([CH:7]2[CH2:19][C:18]3[C:17]4[C:12](=[CH:13][CH:14]=[C:15]([C:20](O)=[O:21])[CH:16]=4)[NH:11][C:10]=3[CH2:9][CH2:8]2)[CH2:6][CH2:5][CH2:4][CH2:3][CH2:2]1.[CH:23]1([NH:26][C:27](=[O:31])[CH2:28][NH:29][CH3:30])[CH2:25][CH2:24]1.CCN(C(C)C)C(C)C.CN(C(ON1N=NC2C=CC=NC1=2)=[N+](C)C)C.F[P-](F)(F)(F)(F)F. The yield is 0.670. (8) The reactants are [C:1]([O:5][C:6]([N:8]1[C@H:17]([C:18](O)=[O:19])[CH2:16][C:15]2[C:10](=[CH:11][C:12]([N+:21]([O-:23])=[O:22])=[CH:13][CH:14]=2)[CH2:9]1)=[O:7])([CH3:4])([CH3:3])[CH3:2].C1C=CC2N(O)N=NC=2C=1.[CH:34]1([O:39][C:40](=[O:47])[C@H:41]([CH2:43][CH:44]([CH3:46])[CH3:45])[NH2:42])[CH2:38][CH2:37][CH2:36][CH2:35]1.C(N(CC)CC)C.CCN=C=NCCCN(C)C.Cl.Cl. The catalyst is C(Cl)Cl. The product is [C:1]([O:5][C:6]([N:8]1[C@H:17]([C:18](=[O:19])[NH:42][C@H:41]([C:40]([O:39][CH:34]2[CH2:35][CH2:36][CH2:37][CH2:38]2)=[O:47])[CH2:43][CH:44]([CH3:46])[CH3:45])[CH2:16][C:15]2[C:10](=[CH:11][C:12]([N+:21]([O-:23])=[O:22])=[CH:13][CH:14]=2)[CH2:9]1)=[O:7])([CH3:2])([CH3:3])[CH3:4]. The yield is 0.820. (9) The reactants are CN1CCOCC1.[C:8]([OH:11])(=[O:10])[CH3:9].Cl[CH:13]([O:15][C:16]([CH2:18][NH:19][CH2:20][C:21]([O:23][CH:24]1[CH2:30][CH2:29][CH2:28][N:27]([C:31](=[O:49])[C:32]2[CH:37]=[CH:36][C:35]([NH:38][C:39](=[O:47])[C:40]3[CH:45]=[CH:44][CH:43]=[CH:42][C:41]=3[CH3:46])=[CH:34][C:33]=2[CH3:48])[C:26]2[CH:50]=[CH:51][C:52]([Cl:54])=[CH:53][C:25]1=2)=[O:22])=[O:17])[CH3:14]. The catalyst is O. The product is [C:8]([O:11][CH:13]([O:15][C:16]([CH2:18][NH:19][CH2:20][C:21]([O:23][CH:24]1[CH2:30][CH2:29][CH2:28][N:27]([C:31](=[O:49])[C:32]2[CH:37]=[CH:36][C:35]([NH:38][C:39](=[O:47])[C:40]3[CH:45]=[CH:44][CH:43]=[CH:42][C:41]=3[CH3:46])=[CH:34][C:33]=2[CH3:48])[C:26]2[CH:50]=[CH:51][C:52]([Cl:54])=[CH:53][C:25]1=2)=[O:22])=[O:17])[CH3:14])(=[O:10])[CH3:9]. The yield is 0.720. (10) The reactants are [Cl:1][C:2]1[CH:7]=[CH:6][C:5]([C:8]2[CH:13]=[C:12]([CH3:14])[N:11]=[CH:10][C:9]=2[CH2:15][OH:16])=[C:4](F)[CH:3]=1.[H-].[Na+]. The catalyst is O1CCCC1. The product is [Cl:1][C:2]1[CH:7]=[CH:6][C:5]2[C:8]3[C:9](=[CH:10][N:11]=[C:12]([CH3:14])[CH:13]=3)[CH2:15][O:16][C:4]=2[CH:3]=1. The yield is 0.690.